This data is from Forward reaction prediction with 1.9M reactions from USPTO patents (1976-2016). The task is: Predict the product of the given reaction. (1) Given the reactants [H-].[Na+].[CH3:3][C:4]1([CH3:32])[CH2:13][C:12]2[C:7](=[C:8]3[CH2:17][C:16]([CH3:19])([CH3:18])[O:15][C:9]3=[C:10]([OH:14])[CH:11]=2)[C:6]([C:20]2[CH:25]=[CH:24][CH:23]=[C:22]([C:26]3[CH:31]=[CH:30][N:29]=[CH:28][CH:27]=3)[CH:21]=2)=[N:5]1.I[CH2:34][CH2:35][CH3:36], predict the reaction product. The product is: [CH3:3][C:4]1([CH3:32])[CH2:13][C:12]2[C:7](=[C:8]3[CH2:17][C:16]([CH3:18])([CH3:19])[O:15][C:9]3=[C:10]([O:14][CH2:34][CH2:35][CH3:36])[CH:11]=2)[C:6]([C:20]2[CH:25]=[CH:24][CH:23]=[C:22]([C:26]3[CH:31]=[CH:30][N:29]=[CH:28][CH:27]=3)[CH:21]=2)=[N:5]1. (2) Given the reactants [OH:1][C:2]1[CH:3]=[C:4]([CH:7]=[CH:8][C:9]=1[O:10][CH2:11][CH2:12][CH2:13][CH3:14])[CH:5]=O.[CH3:15][C:16]([C:18]1[CH:23]=[C:22]([O:24][CH3:25])[C:21]([O:26][CH3:27])=[C:20]([O:28][CH3:29])[CH:19]=1)=[O:17].[OH-].[Na+], predict the reaction product. The product is: [OH:1][C:2]1[CH:3]=[C:4](/[CH:5]=[CH:15]/[C:16]([C:18]2[CH:19]=[C:20]([O:28][CH3:29])[C:21]([O:26][CH3:27])=[C:22]([O:24][CH3:25])[CH:23]=2)=[O:17])[CH:7]=[CH:8][C:9]=1[O:10][CH2:11][CH2:12][CH2:13][CH3:14]. (3) Given the reactants [CH:1]12[CH2:10][CH:5]3[CH2:6][CH:7]([CH2:9][CH:3]([CH2:4]3)[CH:2]1[NH:11][C:12]([N:14]1[CH2:19][CH2:18][C:17]3([C:28]4[C:23](=[CH:24][CH:25]=[CH:26][CH:27]=4)[CH2:22][NH:21][CH2:20]3)[CH2:16][CH2:15]1)=[O:13])[CH2:8]2.[CH3:29][N:30]([CH3:37])[CH2:31][CH2:32][CH2:33][C:34](O)=[O:35], predict the reaction product. The product is: [CH:1]12[CH2:10][CH:5]3[CH2:6][CH:7]([CH2:9][CH:3]([CH2:4]3)[CH:2]1[NH:11][C:12]([N:14]1[CH2:19][CH2:18][C:17]3([C:28]4[C:23](=[CH:24][CH:25]=[CH:26][CH:27]=4)[CH2:22][N:21]([C:34](=[O:35])[CH2:33][CH2:32][CH2:31][N:30]([CH3:37])[CH3:29])[CH2:20]3)[CH2:16][CH2:15]1)=[O:13])[CH2:8]2. (4) Given the reactants [NH2:1][C:2]1[C:10]([CH3:11])=[CH:9][CH:8]=[CH:7][C:3]=1[C:4]([OH:6])=[O:5].Cl[C:13](OC(Cl)(Cl)Cl)=[O:14], predict the reaction product. The product is: [CH3:11][C:10]1[C:2]2[NH:1][C:13](=[O:14])[O:5][C:4](=[O:6])[C:3]=2[CH:7]=[CH:8][CH:9]=1. (5) Given the reactants [NH2:1][C:2]1[CH:10]=[C:9]([Cl:11])[CH:8]=[C:7]([Cl:12])[C:3]=1[C:4](O)=[O:5].Cl.C[N:15](C)CCCN=C=NCC.ON1C2C=CC=CC=2N=N1.CN1CCOCC1.[OH-].[NH4+], predict the reaction product. The product is: [NH2:1][C:2]1[CH:10]=[C:9]([Cl:11])[CH:8]=[C:7]([Cl:12])[C:3]=1[C:4]([NH2:15])=[O:5]. (6) The product is: [Br:1][C:2]1[CH:3]=[C:4]2[C:8](=[CH:9][CH:10]=1)[NH:7][C:6](=[O:11])[C:5]12[O:15][CH2:14][CH2:13][O:12]1. Given the reactants [Br:1][C:2]1[CH:3]=[C:4]2[C:8](=[CH:9][CH:10]=1)[NH:7][C:6](=[O:11])[C:5]2=[O:12].[CH2:13](O)[CH2:14][OH:15].CC1C=CC(S(O)(=O)=O)=CC=1, predict the reaction product. (7) Given the reactants [CH3:1][C:2]1([O:17][CH3:18])[O:6][C@@H:5]2[C@@H:7]3[O:11][C@@H:10]([C@H:4]2[O:3]1)[C@H:9]1[C:12]([NH:14][C:15](=[O:16])[C@@H:8]31)=[O:13].[CH2:19]=[O:20], predict the reaction product. The product is: [OH:20][CH2:19][N:14]1[C:12](=[O:13])[C@@H:9]2[C@@H:8]([C@H:7]3[O:11][C@H:10]2[C@H:4]2[O:3][C:2]([CH3:1])([O:17][CH3:18])[O:6][C@H:5]32)[C:15]1=[O:16]. (8) Given the reactants Cl[CH2:2][C:3]1[S:7][C:6]([C:8]2[NH:9][C:10]3[C:15]([CH:16]=2)=[CH:14][CH:13]=[CH:12][C:11]=3[N:17]([CH3:26])[S:18]([C:21]2[S:22][CH:23]=[CH:24][CH:25]=2)(=[O:20])=[O:19])=[N:5][CH:4]=1.C(N(CC)CC)C.Cl.Cl.[NH2:36][CH2:37][CH2:38][CH2:39][C:40]([O:42][CH2:43][CH3:44])=[O:41].CN(C)C=O, predict the reaction product. The product is: [CH3:26][N:17]([S:18]([C:21]1[S:22][CH:23]=[CH:24][CH:25]=1)(=[O:19])=[O:20])[C:11]1[CH:12]=[CH:13][CH:14]=[C:15]2[C:10]=1[NH:9][C:8]([C:6]1[S:7][C:3]([CH2:2][NH:36][CH2:37][CH2:38][CH2:39][C:40]([O:42][CH2:43][CH3:44])=[O:41])=[CH:4][N:5]=1)=[CH:16]2.